Dataset: Full USPTO retrosynthesis dataset with 1.9M reactions from patents (1976-2016). Task: Predict the reactants needed to synthesize the given product. (1) Given the product [CH2:1]([O:8][C:9]([N:11]1[CH2:16][CH2:15][N:14]([NH:17][C:18]([C:40]2[CH:41]=[N:42][C:37]([C:31]3[CH:32]=[CH:33][CH:34]=[CH:35][CH:36]=3)=[N:38][CH:39]=2)=[O:27])[C:13](=[O:28])[CH2:12]1)=[O:10])[C:2]1[CH:7]=[CH:6][CH:5]=[CH:4][CH:3]=1, predict the reactants needed to synthesize it. The reactants are: [CH2:1]([O:8][C:9]([N:11]1[CH2:16][CH2:15][N:14]([N:17]2C(=O)C3C(=CC=CC=3)[C:18]2=[O:27])[C:13](=[O:28])[CH2:12]1)=[O:10])[C:2]1[CH:7]=[CH:6][CH:5]=[CH:4][CH:3]=1.NN.[C:31]1([C:37]2[N:42]=[CH:41][C:40](C(Cl)=O)=[CH:39][N:38]=2)[CH:36]=[CH:35][CH:34]=[CH:33][CH:32]=1. (2) Given the product [CH2:3]([C:4]1[NH:18][C:16](=[O:17])[C:8]2[O:9][C:10]3[CH:15]=[CH:14][CH:13]=[CH:12][C:11]=3[C:7]=2[N:6]=1)[CH:2]([CH3:19])[CH3:1], predict the reactants needed to synthesize it. The reactants are: [CH3:1][CH:2]([CH3:19])[CH2:3][C:4]([NH:6][C:7]1[C:11]2[CH:12]=[CH:13][CH:14]=[CH:15][C:10]=2[O:9][C:8]=1[C:16]([NH2:18])=[O:17])=O.[OH-].[Na+].Cl. (3) Given the product [S:1]1[CH:5]=[CH:4][N:3]=[C:2]1[C:6]1[CH:15]=[C:14]([O:16][CH:17]2[CH2:35][CH:34]3[N:19]([C:20](=[O:40])[CH2:21][CH2:22][CH2:23][CH2:24][CH2:25][CH2:26][CH:27]=[CH:28][CH:29]4[C:31]([C:37]([NH:85][S:86]([CH:89]5[CH2:91][CH2:90]5)(=[O:88])=[O:87])=[O:39])([NH:32][C:33]3=[O:36])[CH2:30]4)[CH2:18]2)[C:13]2[C:8](=[C:9]([CH3:43])[C:10]([O:41][CH3:42])=[CH:11][CH:12]=2)[N:7]=1, predict the reactants needed to synthesize it. The reactants are: [S:1]1[CH:5]=[CH:4][N:3]=[C:2]1[C:6]1[CH:15]=[C:14]([O:16][CH:17]2[CH2:35][CH:34]3[N:19]([C:20](=[O:40])[CH2:21][CH2:22][CH2:23][CH2:24][CH2:25][CH2:26][CH:27]=[CH:28][CH:29]4[C:31]([C:37]([OH:39])=O)([NH:32][C:33]3=[O:36])[CH2:30]4)[CH2:18]2)[C:13]2[C:8](=[C:9]([CH3:43])[C:10]([O:41][CH3:42])=[CH:11][CH:12]=2)[N:7]=1.C(C1N=C(C2C=C(OC3CC4N(C(=O)CCCCCCC=CC5C(C([NH:85][S:86]([CH:89]6[CH2:91][CH2:90]6)(=[O:88])=[O:87])=O)(NC4=O)C5)C3)C3C(=CC(OC)=CC=3)N=2)SC=1)(C)C. (4) The reactants are: [CH2:1]([O:4][C:5]1[CH:10]=[C:9]([Cl:11])[C:8]([CH2:12][C:13]2[CH:18]=[CH:17][C:16]([O:19][CH2:20][CH3:21])=[CH:15][CH:14]=2)=[CH:7][C:6]=1[C@H:22]1[C@H:27]([OH:28])[C@@H:26]([OH:29])[C@H:25]([OH:30])[C@@H:24]([CH2:31][OH:32])[O:23]1)[CH:2]=[CH2:3].[CH2:33](Br)[C:34]1[CH:39]=[CH:38][CH:37]=[CH:36][CH:35]=1.[H-].[Na+].[NH4+].[Cl-]. Given the product [CH2:1]([O:4][C:5]1[CH:10]=[C:9]([Cl:11])[C:8]([CH2:12][C:13]2[CH:18]=[CH:17][C:16]([O:19][CH2:20][CH3:21])=[CH:15][CH:14]=2)=[CH:7][C:6]=1[C@H:22]1[C@H:27]([O:28][CH2:33][C:34]2[CH:39]=[CH:38][CH:37]=[CH:36][CH:35]=2)[C@@H:26]([O:29][CH2:33][C:34]2[CH:39]=[CH:38][CH:37]=[CH:36][CH:35]=2)[C@H:25]([O:30][CH2:12][C:13]2[CH:18]=[CH:17][CH:16]=[CH:15][CH:14]=2)[C@@H:24]([CH2:31][O:32][CH2:22][C:6]2[CH:7]=[CH:8][CH:9]=[CH:10][CH:5]=2)[O:23]1)[CH:2]=[CH2:3], predict the reactants needed to synthesize it. (5) The reactants are: [Cl:1][C:2]1[CH:3]=[C:4]([NH:10][C:11]2[C:20]3[C:15](=[CH:16][CH:17]=[C:18]([N+:21]([O-])=O)[CH:19]=3)[N:14]=[CH:13][N:12]=2)[C:5]([F:9])=[CH:6][C:7]=1[Cl:8].C(O)C.C(O)(C)C.O.NN. Given the product [Cl:1][C:2]1[CH:3]=[C:4]([NH:10][C:11]2[C:20]3[C:15](=[CH:16][CH:17]=[C:18]([NH2:21])[CH:19]=3)[N:14]=[CH:13][N:12]=2)[C:5]([F:9])=[CH:6][C:7]=1[Cl:8], predict the reactants needed to synthesize it.